From a dataset of Peptide-MHC class I binding affinity with 185,985 pairs from IEDB/IMGT. Regression. Given a peptide amino acid sequence and an MHC pseudo amino acid sequence, predict their binding affinity value. This is MHC class I binding data. The peptide sequence is WLKERLPGF. The MHC is HLA-B15:01 with pseudo-sequence HLA-B15:01. The binding affinity (normalized) is 0.310.